Dataset: Forward reaction prediction with 1.9M reactions from USPTO patents (1976-2016). Task: Predict the product of the given reaction. (1) Given the reactants [CH2:1]([N:8]1[CH2:13][CH2:12][CH2:11][C:10](=[CH:14][CH2:15][CH2:16][C:17]#[N:18])[CH2:9]1)[C:2]1[CH:7]=[CH:6][CH:5]=[CH:4][CH:3]=1.[H][H], predict the reaction product. The product is: [CH2:1]([N:8]1[CH2:13][CH2:12][CH2:11][CH:10]([CH2:14][CH2:15][CH2:16][CH2:17][NH2:18])[CH2:9]1)[C:2]1[CH:7]=[CH:6][CH:5]=[CH:4][CH:3]=1. (2) Given the reactants [C:1]([O:5][C:6]([N:8]1[CH2:13][CH2:12][C:11](=O)[CH2:10][CH2:9]1)=[O:7])([CH3:4])([CH3:3])[CH3:2].[F:15][C:16]1[CH:22]=[CH:21][C:19]([NH2:20])=[CH:18][CH:17]=1.C(O)(=O)C.C(O[BH-](OC(=O)C)OC(=O)C)(=O)C.[Na+], predict the reaction product. The product is: [C:1]([O:5][C:6]([N:8]1[CH2:13][CH2:12][CH:11]([NH:20][C:19]2[CH:21]=[CH:22][C:16]([F:15])=[CH:17][CH:18]=2)[CH2:10][CH2:9]1)=[O:7])([CH3:4])([CH3:3])[CH3:2]. (3) Given the reactants [O:1]1[CH2:6][CH2:5][N:4]([CH2:7][C:8]2[CH:13]=[CH:12][C:11]([C:14]3[CH:19]=[CH:18][C:17]([CH2:20][CH2:21][C:22]([C:24]4[O:25][C:26]([C:29]5[N:34]=[C:33]([C:35]([O:37]C)=[O:36])[CH:32]=[CH:31][CH:30]=5)=[CH:27][N:28]=4)=[O:23])=[CH:16][CH:15]=3)=[CH:10][CH:9]=2)[CH2:3][CH2:2]1.[Li+].[OH-].Cl, predict the reaction product. The product is: [O:1]1[CH2:2][CH2:3][N:4]([CH2:7][C:8]2[CH:9]=[CH:10][C:11]([C:14]3[CH:15]=[CH:16][C:17]([CH2:20][CH2:21][C:22]([C:24]4[O:25][C:26]([C:29]5[N:34]=[C:33]([C:35]([OH:37])=[O:36])[CH:32]=[CH:31][CH:30]=5)=[CH:27][N:28]=4)=[O:23])=[CH:18][CH:19]=3)=[CH:12][CH:13]=2)[CH2:5][CH2:6]1. (4) Given the reactants Cl[C:2]1[NH:6][C:5]2[CH:7]=[C:8]([Cl:12])[C:9]([Cl:11])=[CH:10][C:4]=2[N:3]=1.[F:13][C:14]([F:28])([F:27])[C:15]1[C:16]([N:21]2[CH2:26][CH2:25][NH:24][CH2:23][CH2:22]2)=[N:17][CH:18]=[CH:19][CH:20]=1, predict the reaction product. The product is: [Cl:12][C:8]1[C:9]([Cl:11])=[CH:10][C:4]2[NH:3][C:2]([N:24]3[CH2:25][CH2:26][N:21]([C:16]4[C:15]([C:14]([F:28])([F:13])[F:27])=[CH:20][CH:19]=[CH:18][N:17]=4)[CH2:22][CH2:23]3)=[N:6][C:5]=2[CH:7]=1. (5) Given the reactants [CH3:1][O:2][C:3](=[O:14])[C@H:4](OS(C(F)(F)F)(=O)=O)[CH3:5].Cl.Cl.[NH2:17][C@@H:18]([C@H:21]([O:47][CH2:48][C:49]1[CH:54]=[CH:53][CH:52]=[CH:51][CH:50]=1)[C@@H:22]([N:32]([CH2:40][C:41]1[CH:46]=[CH:45][CH:44]=[CH:43][CH:42]=1)[CH2:33][C:34]1[CH:39]=[CH:38][CH:37]=[CH:36][CH:35]=1)[CH2:23][C:24]1[CH:29]=[C:28]([F:30])[CH:27]=[C:26]([F:31])[CH:25]=1)CO.C(N(CC)CC)C, predict the reaction product. The product is: [CH2:48]([O:47][C@@H:21]([C@@H:18]1[NH:17][C@@H:4]([CH3:5])[C:3](=[O:14])[O:2][CH2:1]1)[C@@H:22]([N:32]([CH2:33][C:34]1[CH:35]=[CH:36][CH:37]=[CH:38][CH:39]=1)[CH2:40][C:41]1[CH:46]=[CH:45][CH:44]=[CH:43][CH:42]=1)[CH2:23][C:24]1[CH:29]=[C:28]([F:30])[CH:27]=[C:26]([F:31])[CH:25]=1)[C:49]1[CH:54]=[CH:53][CH:52]=[CH:51][CH:50]=1. (6) Given the reactants [NH:1]1[CH2:6][CH2:5][CH:4]([C:7]2[C:8](=[O:17])[NH:9][C:10]3[C:15]([CH:16]=2)=[CH:14][CH:13]=[CH:12][CH:11]=3)[CH2:3][CH2:2]1.C(N(CC)CC)C.[CH:25]1[C:30]([N+:31]([O-:33])=[O:32])=[CH:29][CH:28]=[C:27]([Cl-]C([O-])=O)[CH:26]=1.[OH2:38].CN(C)[CH:41]=[O:42], predict the reaction product. The product is: [O:17]=[C:8]1[C:7]([CH:4]2[CH2:3][CH2:2][N:1]([C:41]([O:42][C:27]3[CH:26]=[CH:25][C:30]([N+:31]([O-:33])=[O:32])=[CH:29][CH:28]=3)=[O:38])[CH2:6][CH2:5]2)=[CH:16][C:15]2[C:10](=[CH:11][CH:12]=[CH:13][CH:14]=2)[NH:9]1. (7) Given the reactants C[C:2]1[CH:3]=[CH:4][C:5]([N:11]2[N:15]=[CH:14][CH:13]=[N:12]2)=[C:6]([CH:10]=1)[C:7]([OH:9])=[O:8].[F:16]C1C=CC(C(O)=O)=C(I)C=1.N1C=CN=N1, predict the reaction product. The product is: [F:16][C:3]1[CH:2]=[CH:10][C:6]([C:7]([OH:9])=[O:8])=[C:5]([N:11]2[N:15]=[CH:14][CH:13]=[N:12]2)[CH:4]=1.